From a dataset of Catalyst prediction with 721,799 reactions and 888 catalyst types from USPTO. Predict which catalyst facilitates the given reaction. Reactant: Cl.[C:2]([C:6]1[CH:10]=[C:9]([CH2:11][NH2:12])[N:8]([C:13]2[CH:18]=[CH:17][CH:16]=[C:15]([Cl:19])[CH:14]=2)[N:7]=1)([CH3:5])([CH3:4])[CH3:3].[F:20][C:21]1[CH:22]=[C:23]([NH:32][C:33](=O)[O:34]C2C=CC=CC=2)[CH:24]=[CH:25][C:26]=1[C:27]1([OH:31])[CH2:30][O:29][CH2:28]1. Product: [C:2]([C:6]1[CH:10]=[C:9]([CH2:11][NH:12][C:33]([NH:32][C:23]2[CH:24]=[CH:25][C:26]([C:27]3([OH:31])[CH2:30][O:29][CH2:28]3)=[C:21]([F:20])[CH:22]=2)=[O:34])[N:8]([C:13]2[CH:18]=[CH:17][CH:16]=[C:15]([Cl:19])[CH:14]=2)[N:7]=1)([CH3:5])([CH3:3])[CH3:4]. The catalyst class is: 23.